This data is from Forward reaction prediction with 1.9M reactions from USPTO patents (1976-2016). The task is: Predict the product of the given reaction. Given the reactants [CH3:1][O:2][C:3]1[N:4]=[C:5]2[C:10](=[CH:11][CH:12]=1)[N:9]=[CH:8][CH:7]=[C:6]2[NH:13][C:14]([CH:16]1[NH:21][C:20](=[O:22])[CH:19]([NH:23]C(=O)OC(C)(C)C)[CH2:18][CH2:17]1)=[O:15], predict the reaction product. The product is: [NH2:23][CH:19]1[C:20](=[O:22])[NH:21][CH:16]([C:14]([NH:13][C:6]2[C:5]3[C:10](=[CH:11][CH:12]=[C:3]([O:2][CH3:1])[N:4]=3)[N:9]=[CH:8][CH:7]=2)=[O:15])[CH2:17][CH2:18]1.